From a dataset of Forward reaction prediction with 1.9M reactions from USPTO patents (1976-2016). Predict the product of the given reaction. (1) Given the reactants [F:1][C:2]1[CH:3]=[C:4]([CH:8]2[C:12]3[NH:13][C:14]([C:16]([O:18]C)=[O:17])=[CH:15][C:11]=3[CH2:10][CH2:9]2)[CH:5]=[CH:6][CH:7]=1.[OH-].[Li+].CO, predict the reaction product. The product is: [F:1][C:2]1[CH:3]=[C:4]([CH:8]2[C:12]3[NH:13][C:14]([C:16]([OH:18])=[O:17])=[CH:15][C:11]=3[CH2:10][CH2:9]2)[CH:5]=[CH:6][CH:7]=1. (2) Given the reactants [CH2:1]([C:3]1[CH:8]=[CH:7][C:6]([O:9][C:10]2[CH:15]=[CH:14][CH:13]=[CH:12][C:11]=2[N+:16]([O-])=O)=[C:5]([O:19][CH3:20])[CH:4]=1)[CH3:2].C1COCC1, predict the reaction product. The product is: [CH2:1]([C:3]1[CH:8]=[CH:7][C:6]([O:9][C:10]2[CH:15]=[CH:14][CH:13]=[CH:12][C:11]=2[NH2:16])=[C:5]([O:19][CH3:20])[CH:4]=1)[CH3:2]. (3) Given the reactants [F:1][C:2]1[C:7]([N+:8]([O-])=O)=[CH:6][CH:5]=[C:4]([F:11])[C:3]=1[C:12]([C:14]1[C:22]2[C:17](=[N:18][CH:19]=[C:20]([I:23])[CH:21]=2)[NH:16][CH:15]=1)=[O:13].C(OCC)(=O)C.O1CCCC1.C(=O)(O)[O-].[Na+], predict the reaction product. The product is: [NH2:8][C:7]1[C:2]([F:1])=[C:3]([C:12]([C:14]2[C:22]3[C:17](=[N:18][CH:19]=[C:20]([I:23])[CH:21]=3)[NH:16][CH:15]=2)=[O:13])[C:4]([F:11])=[CH:5][CH:6]=1. (4) Given the reactants [O:1]1[CH:5]=[C:4]([C:6]2[C:10]3[CH2:11][N:12](C(OC(C)(C)C)=O)[CH2:13][CH2:14][C:9]=3[NH:8][N:7]=2)[N:3]=[CH:2]1.Cl.O1CCOCC1, predict the reaction product. The product is: [NH:8]1[C:9]2[CH2:14][CH2:13][NH:12][CH2:11][C:10]=2[C:6]([C:4]2[N:3]=[CH:2][O:1][CH:5]=2)=[N:7]1. (5) Given the reactants [Cl:1][C:2]1[C:3]([N:8]2[CH2:13][CH2:12][NH:11][CH2:10][CH2:9]2)=[N:4][CH:5]=[CH:6][N:7]=1.[CH3:14][C:15]1[N:19]([C:20]2[CH:25]=[CH:24][CH:23]=[CH:22][CH:21]=2)[N:18]=[CH:17][C:16]=1[CH:26]=O.C(O[BH-](OC(=O)C)OC(=O)C)(=O)C.[Na+], predict the reaction product. The product is: [Cl:1][C:2]1[C:3]([N:8]2[CH2:9][CH2:10][N:11]([CH2:26][C:16]3[CH:17]=[N:18][N:19]([C:20]4[CH:25]=[CH:24][CH:23]=[CH:22][CH:21]=4)[C:15]=3[CH3:14])[CH2:12][CH2:13]2)=[N:4][CH:5]=[CH:6][N:7]=1. (6) Given the reactants [Li]CCCC.C([Mg]Cl)(C)C.Br[C:12]1[CH:13]=[N:14][CH:15]=[CH:16][CH:17]=1.[C:18]([O:22][CH2:23][CH3:24])(=[O:21])[CH:19]=[O:20].C1(C)C=CC=CC=1, predict the reaction product. The product is: [OH:20][CH:19]([C:12]1[CH:13]=[N:14][CH:15]=[CH:16][CH:17]=1)[C:18]([O:22][CH2:23][CH3:24])=[O:21]. (7) Given the reactants [O-]P([O-])([O-])=O.[K+].[K+].[K+].[CH2:9]([NH2:16])[C:10]1[CH:15]=[CH:14][CH:13]=[CH:12][CH:11]=1.I[C:18]1[CH:23]=[CH:22][C:21]([CH3:24])=[CH:20][CH:19]=1.C(O)CO, predict the reaction product. The product is: [C:21]1([CH3:24])[CH:22]=[CH:23][C:18]([NH:16][CH2:9][C:10]2[CH:15]=[CH:14][CH:13]=[CH:12][CH:11]=2)=[CH:19][CH:20]=1.